This data is from Full USPTO retrosynthesis dataset with 1.9M reactions from patents (1976-2016). The task is: Predict the reactants needed to synthesize the given product. (1) Given the product [CH:1]1[C:2]([CH2:10][C@@H:11]([NH2:28])[CH2:12][C:13]([N:15]2[CH2:27][C:19]3=[N:20][N:21]=[C:22]([C:23]([F:26])([F:25])[F:24])[N:18]3[CH2:17][CH2:16]2)=[O:14])=[C:3]([F:9])[CH:4]=[C:5]([F:8])[C:6]=1[F:7].[C:29]([O-:37])(=[O:36])[C:30]1[CH:35]=[CH:34][CH:33]=[CH:32][CH:31]=1, predict the reactants needed to synthesize it. The reactants are: [CH:1]1[C:2]([CH2:10][C@@H:11]([NH2:28])[CH2:12][C:13]([N:15]2[CH2:27][C:19]3=[N:20][N:21]=[C:22]([C:23]([F:26])([F:25])[F:24])[N:18]3[CH2:17][CH2:16]2)=[O:14])=[C:3]([F:9])[CH:4]=[C:5]([F:8])[C:6]=1[F:7].[C:29]([OH:37])(=[O:36])[C:30]1[CH:35]=[CH:34][CH:33]=[CH:32][CH:31]=1. (2) Given the product [CH3:1][N:2]1[C:10]2[C:5](=[CH:6][C:7]([C:33]([F:36])([F:35])[F:34])=[CH:8][C:9]=2[CH2:11][O:12][CH2:13][C:14]2([C:27]3[CH:32]=[CH:31][CH:30]=[CH:29][CH:28]=3)[CH2:15][CH2:16][NH:17][CH2:18][CH2:19]2)[CH:4]=[N:3]1, predict the reactants needed to synthesize it. The reactants are: [CH3:1][N:2]1[C:10]2[C:5](=[CH:6][C:7]([C:33]([F:36])([F:35])[F:34])=[CH:8][C:9]=2[CH2:11][O:12][CH2:13][C:14]2([C:27]3[CH:32]=[CH:31][CH:30]=[CH:29][CH:28]=3)[CH2:19][CH2:18][N:17](C(OC(C)(C)C)=O)[CH2:16][CH2:15]2)[CH:4]=[N:3]1. (3) Given the product [Br:1][C:2]1[CH:3]=[CH:4][C:5]([C:9]([F:10])([F:11])[F:12])=[C:6]([NH:7][C:22](=[O:25])[CH:23]=[CH2:24])[CH:8]=1, predict the reactants needed to synthesize it. The reactants are: [Br:1][C:2]1[CH:3]=[CH:4][C:5]([C:9]([F:12])([F:11])[F:10])=[C:6]([CH:8]=1)[NH2:7].C(N(C(C)C)CC)(C)C.[C:22](Cl)(=[O:25])[CH:23]=[CH2:24]. (4) Given the product [OH:41][C@@H:39]([C@H:38]1[C:37](=[O:42])[N:22]2[C:23]([C:24]([O-:26])=[O:25])=[C:19]([C:17]3[S:16][C:15]4=[C:11]([S:10][CH3:9])[N:12]([CH2:44][CH2:45][OH:46])[CH:13]=[N+:14]4[CH:18]=3)[C@H:20]([CH3:43])[C@H:21]12)[CH3:40], predict the reactants needed to synthesize it. The reactants are: FC(F)(F)S([O-])(=O)=O.[CH3:9][S:10][C:11]1[N:12]([CH2:44][CH2:45][O:46][Si](C(C)(C)C)(C)C)[CH:13]=[N+:14]2[CH:18]=[C:17]([C:19]3[C@H:20]([CH3:43])[C@@H:21]4[C@@H:38]([C@H:39]([OH:41])[CH3:40])[C:37](=[O:42])[N:22]4[C:23]=3[C:24]([O:26]CC3C=CC([N+]([O-])=O)=CC=3)=[O:25])[S:16][C:15]=12.C(O)(=O)C.[F-].C([N+](CCCC)(CCCC)CCCC)CCC.C1COCC1.P([O-])([O-])([O-])=O.[Na+].[Na+].[Na+]. (5) The reactants are: [OH:1][C:2]1[CH:9]=[CH:8][C:5]([CH:6]=[O:7])=[CH:4][CH:3]=1.C1(P(C2C=CC=CC=2)C2C=CC=CC=2)C=CC=CC=1.[CH2:29]([O:32][CH2:33][CH2:34][CH2:35][CH2:36]O)[C:30]#[CH:31].N(C(OC(C)C)=O)=NC(OC(C)C)=O. Given the product [CH2:29]([O:32][CH2:33][CH2:34][CH2:35][CH2:36][O:1][C:2]1[CH:9]=[CH:8][C:5]([CH:6]=[O:7])=[CH:4][CH:3]=1)[C:30]#[CH:31], predict the reactants needed to synthesize it. (6) Given the product [Cl:28][C:15]1[CH:14]=[C:13]([NH:12][C:7]2[CH:8]=[CH:9][CH:10]=[CH:11][C:6]=2[OH:5])[CH:27]=[CH:26][C:16]=1[C:17]([C:19]1[CH:24]=[CH:23][CH:22]=[CH:21][C:20]=1[CH3:25])=[O:18], predict the reactants needed to synthesize it. The reactants are: C([O:5][C:6]1[CH:11]=[CH:10][CH:9]=[CH:8][C:7]=1[NH:12][C:13]1[CH:27]=[CH:26][C:16]([C:17]([C:19]2[CH:24]=[CH:23][CH:22]=[CH:21][C:20]=2[CH3:25])=[O:18])=[C:15]([Cl:28])[CH:14]=1)(C)(C)C.FC(F)(F)C(O)=O.C([O-])(O)=O.[Na+].